Dataset: Experimental lipophilicity measurements (octanol/water distribution) for 4,200 compounds from AstraZeneca. Task: Regression/Classification. Given a drug SMILES string, predict its absorption, distribution, metabolism, or excretion properties. Task type varies by dataset: regression for continuous measurements (e.g., permeability, clearance, half-life) or binary classification for categorical outcomes (e.g., BBB penetration, CYP inhibition). For this dataset (lipophilicity_astrazeneca), we predict Y. (1) The compound is COc1cc2c(c(OC)c1OC)-c1ccc(OC)c(=O)cc1[C@@H](NC(C)=O)CC2. The Y is 0.820 logD. (2) The drug is Cc1ccc(C(=O)N2CC3CNCC(C2)O3)cc1NC(=O)CC12CC3CC(CC(C3)C1)C2. The Y is 2.12 logD. (3) The drug is COc1cc2ncnc(Nc3cc(NC(=O)c4ccnc(N5CCOCC5)c4)ccc3C)c2cc1OCCN1CCCC1. The Y is 2.70 logD. (4) The compound is CCOc1cc2nccc(Oc3cnc(CC(=O)Nc4n[nH]c(CC)c4C)c(OC)c3)c2cc1OC. The Y is 3.29 logD. (5) The drug is Clc1ccc2ncc(-c3cccc(NC4CNC4)n3)n2c1. The Y is 1.19 logD. (6) The compound is CCS(=O)(=O)c1ccc(-c2cc(C(F)(F)F)ccc2CCC(=O)O)c(C)c1. The Y is 0.760 logD. (7) The drug is CS(=O)(=O)c1ccc([C@@H](O)[C@@H](CF)NC(=O)C(Cl)Cl)cc1. The Y is 0.440 logD.